Dataset: Full USPTO retrosynthesis dataset with 1.9M reactions from patents (1976-2016). Task: Predict the reactants needed to synthesize the given product. Given the product [Cl:1][C:2]1[C:11](/[CH:12]=[N:22]/[S@@:20]([C:17]([CH3:19])([CH3:18])[CH3:16])=[O:21])=[CH:10][C:9]2[C:4](=[CH:5][C:6]([F:15])=[CH:7][C:8]=2[F:14])[N:3]=1, predict the reactants needed to synthesize it. The reactants are: [Cl:1][C:2]1[C:11]([CH:12]=O)=[CH:10][C:9]2[C:4](=[CH:5][C:6]([F:15])=[CH:7][C:8]=2[F:14])[N:3]=1.[CH3:16][C:17]([S@:20]([NH2:22])=[O:21])([CH3:19])[CH3:18].O.